From a dataset of HIV replication inhibition screening data with 41,000+ compounds from the AIDS Antiviral Screen. Binary Classification. Given a drug SMILES string, predict its activity (active/inactive) in a high-throughput screening assay against a specified biological target. The compound is O=C1NN(c2ccccc2)C(=O)C2C3c4ccccc4C(c4ccccc43)C12. The result is 0 (inactive).